This data is from Experimentally validated miRNA-target interactions with 360,000+ pairs, plus equal number of negative samples. The task is: Binary Classification. Given a miRNA mature sequence and a target amino acid sequence, predict their likelihood of interaction. (1) The miRNA is hsa-miR-4457 with sequence UCACAAGGUAUUGACUGGCGUA. The protein sequence of the target gene is MEDYIKIEKIGEGTYGVVYKGRHRVTGQIVAMKKIRLESEEEGVPSTAIREISLLKELRHPNIVSLQDVLMQDSRLYLIFEFLSMDLKKYLDSIPPGQFMDSSLVKSYLHQILQGIVFCHSRRVLHRDLKPQNLLIDDKGTIKLADFGLARAFGIPIRVYTHEVVTLWYRSPEVLLGSARYSTPVDIWSIGTIFAELATKKPLFHGDSEIDQLFRIFRALGTPNNEVWPEVESLQDYKNTFPKWKPGSLASHVKNLDENGLDLLSKMLVYDPAKRISGKMALKHPYFDDLDNQIKKM. Result: 0 (no interaction). (2) The miRNA is hsa-miR-106a-3p with sequence CUGCAAUGUAAGCACUUCUUAC. The protein sequence of the target gene is MTAKMETTFYDDALNASFLQSESGAYGYSNPKILKQSMTLNLADPVGSLKPHLRAKNSDLLTSPDVGLLKLASPELERLIIQSSNGHITTTPTPTQFLCPKNVTDEQEGFAEGFVRALAELHSQNTLPSVTSAAQPVSGAGMVAPAVASVAGAGGGGGYSASLHSEPPVYANLSNFNPGALSSGGGAPSYGAAGLAFPSQPQQQQQPPQPPHHLPQQIPVQHPRLQALKEEPQTVPEMPGETPPLSPIDMESQERIKAERKRMRNRIAASKCRKRKLERIARLEEKVKTLKAQNSELAST.... Result: 0 (no interaction). (3) The miRNA is hsa-miR-6739-5p with sequence UGGGAAAGAGAAAGAACAAGUA. The protein sequence of the target gene is MTDTVFSNSSNRWMYPSDRPLQSNDKEQLQAGWSVHPGGQPDRQRKQEELTDEEKEIINRVIARAEKMEEMEQERIGRLVDRLENMRKNVAGDGVNRCILCGEQLGMLGSACVVCEDCKKNVCTKCGVETNNRLHSVWLCKICIEQREVWKRSGAWFFKGFPKQVLPQPMPIKKTKPQQPVSEPAAPEQPAPEPKHPARAPARGDSEDRRGPGQKTGPDPASAPGRGNYGPPVRRASEARMSSSSRDSESWDHSGGAGDSSRSPAGLRRANSVQASRPAPGSVQSPAPPQPGQPGTPGGS.... Result: 1 (interaction). (4) The protein sequence of the target gene is MARSRLPATSLRKPWKLDRQKLPSPDSGHSLLCGWSPGGKARPAGNTGAWAPAEQFFPASNRTREGGGLWPPLPLQSSPAAPTMLDSSAAEQVTRLTLKLLGQKLEQERQNVEGGPEGLHLEPGNEDRPDDALQTALKRRRDLLQRLREQHLLDELSRAQAWSGPSRGALGSALPPELPPTGILPTASPSPLAPDPPRIILPTVPQPPATIIQQLPQQPLIAQIPPPQAFPTQRSGSIKEDMVELLLLQNAQVHQLVLQNWMLKALPPALQDPPHVPPRVPRAARPRLPAVHHHHHHHHA.... Result: 0 (no interaction). The miRNA is hsa-miR-6768-5p with sequence CACACAGGAAAAGCGGGGCCCUG. (5) The miRNA is hsa-miR-363-3p with sequence AAUUGCACGGUAUCCAUCUGUA. The protein sequence of the target gene is MFEIKKICCIGAGYVGGPTCSVIAHMCPEIRVTVVDVNESRINAWNSPTLPIYEPGLKEVVESCRGKNLFFSTNIDDAIKEADLVFISVNTPTKTYGMGKGRAADLKYIEACARRIVQNSNGYKIVTEKSTVPVRAAESIRRIFDANTKPNLNLQVLSNPEFLAEGTAIKDLKNPDRVLIGGDETPEGQRAVQALCAVYEHWVPREKILTTNTWSSELSKLAANAFLAQRISSINSISALCEATGADVEEVATAIGMDQRIGNKFLKASVGFGGSCFQKDVLNLVYLCEALNLPEVARYW.... Result: 1 (interaction).